This data is from Catalyst prediction with 721,799 reactions and 888 catalyst types from USPTO. The task is: Predict which catalyst facilitates the given reaction. Reactant: [CH:1]([C:3]1[N:4]=[CH:5][C:6]([NH:9][C:10](=[O:27])[CH:11]([NH:15][C:16](=[O:26])[CH2:17][C:18]2[CH:23]=[C:22]([F:24])[CH:21]=[C:20]([F:25])[CH:19]=2)[CH2:12][CH2:13][CH3:14])=[N:7][CH:8]=1)=O.[CH3:28][N:29]1[CH2:34][CH2:33][NH:32][CH2:31][CH2:30]1.S([O-])([O-])(=O)=O.[Na+].[Na+].C([BH3-])#N.[Na+]. Product: [CH3:28][N:29]1[CH2:34][CH2:33][N:32]([CH2:1][C:3]2[N:4]=[CH:5][C:6]([NH:9][C:10](=[O:27])[CH:11]([NH:15][C:16](=[O:26])[CH2:17][C:18]3[CH:23]=[C:22]([F:24])[CH:21]=[C:20]([F:25])[CH:19]=3)[CH2:12][CH2:13][CH3:14])=[N:7][CH:8]=2)[CH2:31][CH2:30]1. The catalyst class is: 15.